Predict the reaction yield, written as a fraction of the theoretical maximum amount of product (1.0 means a 100% yield; for example, 0.34 means a 34% yield). From a dataset of Reaction yield outcomes from USPTO patents with 853,638 reactions. The reactants are C(O[N:6]([C:18]1[C:19]([C:25]([O:27]C)=[O:26])=[CH:20][C:21]([Cl:24])=[N:22][CH:23]=1)[C:7]([CH2:9][C:10]1[CH:15]=[CH:14][C:13](OC)=[CH:12]C=1)=O)(C)(C)C.[OH-].[Na+].C(O)(=O)C[C:33](CC(O)=O)(C(O)=O)[OH:34]. The catalyst is CO. The product is [Cl:24][C:21]1[CH:20]=[C:19]([C:25]([OH:27])=[O:26])[C:18]([NH:6][CH2:7][C:9]2[CH:10]=[CH:15][C:14]([O:34][CH3:33])=[CH:13][CH:12]=2)=[CH:23][N:22]=1. The yield is 0.770.